Dataset: Catalyst prediction with 721,799 reactions and 888 catalyst types from USPTO. Task: Predict which catalyst facilitates the given reaction. (1) Reactant: [CH3:1][O:2][C:3]1[CH:13]=[N:12][C:11]2[S:10][CH2:9][CH2:8][N:7]([CH2:14][C:15]3[CH:16]=[CH:17][C:18]([C:21]([O:23]C)=[O:22])=[N:19][CH:20]=3)[CH2:6][C:5]=2[CH:4]=1.[OH-].[Li+].CO.C1COCC1. Product: [CH3:1][O:2][C:3]1[CH:13]=[N:12][C:11]2[S:10][CH2:9][CH2:8][N:7]([CH2:14][C:15]3[CH:16]=[CH:17][C:18]([C:21]([OH:23])=[O:22])=[N:19][CH:20]=3)[CH2:6][C:5]=2[CH:4]=1. The catalyst class is: 6. (2) Reactant: [O:1]=[C:2]1[CH:6]([C:7]([O:9][CH2:10][CH3:11])=[O:8])[CH2:5][C:4](=[O:12])[NH:3]1.[N:13]([C:25]([O:27][CH2:28][C:29]1[CH:34]=[CH:33][CH:32]=[CH:31][CH:30]=1)=[O:26])=[N:14][C:15]([O:17][CH2:18][C:19]1[CH:24]=[CH:23][CH:22]=[CH:21][CH:20]=1)=[O:16].C(=O)([O-])[O-].[K+].[K+]. Product: [CH2:28]([O:27][C:25]([N:13]([C:6]1([C:7]([O:9][CH2:10][CH3:11])=[O:8])[CH2:5][C:4](=[O:12])[NH:3][C:2]1=[O:1])[NH:14][C:15]([O:17][CH2:18][C:19]1[CH:24]=[CH:23][CH:22]=[CH:21][CH:20]=1)=[O:16])=[O:26])[C:29]1[CH:30]=[CH:31][CH:32]=[CH:33][CH:34]=1. The catalyst class is: 13. (3) Reactant: [CH:1]1([NH2:4])[CH2:3][CH2:2]1.[C:5]([N:10]1[CH2:15][CH2:14][C:13](=O)[CH:12]([CH2:17][CH3:18])[CH2:11]1)([O:7][CH2:8][CH3:9])=[O:6].C([BH3-])#N.[Na+]. Product: [C:5]([N:10]1[CH2:15][CH2:14][CH:13]([NH:4][CH:1]2[CH2:3][CH2:2]2)[CH:12]([CH2:17][CH3:18])[CH2:11]1)([O:7][CH2:8][CH3:9])=[O:6]. The catalyst class is: 5. (4) Reactant: [Br:1][C:2]1[CH:7]=[CH:6][C:5]([C@@H:8]([N:10]2[CH2:15][CH2:14][C@:13]([CH2:23][CH2:24][CH:25]=[O:26])([C:16]3[CH:21]=[CH:20][C:19]([F:22])=[CH:18][CH:17]=3)[O:12][C:11]2=[O:27])[CH3:9])=[CH:4][CH:3]=1.[CH3:28][Mg+].[Br-]. Product: [Br:1][C:2]1[CH:7]=[CH:6][C:5]([C@@H:8]([N:10]2[CH2:15][CH2:14][C@@:13]([C:16]3[CH:21]=[CH:20][C:19]([F:22])=[CH:18][CH:17]=3)([CH2:23][CH2:24][CH:25]([OH:26])[CH3:28])[O:12][C:11]2=[O:27])[CH3:9])=[CH:4][CH:3]=1. The catalyst class is: 1. (5) Reactant: [CH2:1]([O:8][C:9]1[CH:14]=[CH:13][NH:12][C:11](=[O:15])[CH:10]=1)[C:2]1[CH:7]=[CH:6][CH:5]=[CH:4][CH:3]=1.[H-].[Na+].Br[CH2:19][CH:20]1[CH2:23][CH2:22][CH2:21]1. Product: [CH2:1]([O:8][C:9]1[CH:14]=[CH:13][N:12]([CH2:19][CH:20]2[CH2:23][CH2:22][CH2:21]2)[C:11](=[O:15])[CH:10]=1)[C:2]1[CH:3]=[CH:4][CH:5]=[CH:6][CH:7]=1. The catalyst class is: 80. (6) The catalyst class is: 9. Reactant: [Cl:1][C:2]1[C:7]([N+:8]([O-:10])=[O:9])=[CH:6][C:5]([OH:11])=[C:4]([O:12][CH3:13])[CH:3]=1.[F:14][C:15]1[CH:22]=[CH:21][CH:20]=[C:19]([O:23][CH3:24])[C:16]=1[CH2:17]Br.C(=O)([O-])[O-].[K+].[K+].O. Product: [Cl:1][C:2]1[C:7]([N+:8]([O-:10])=[O:9])=[CH:6][C:5]([O:11][CH2:17][C:16]2[C:19]([O:23][CH3:24])=[CH:20][CH:21]=[CH:22][C:15]=2[F:14])=[C:4]([O:12][CH3:13])[CH:3]=1.